This data is from Peptide-MHC class I binding affinity with 185,985 pairs from IEDB/IMGT. The task is: Regression. Given a peptide amino acid sequence and an MHC pseudo amino acid sequence, predict their binding affinity value. This is MHC class I binding data. The peptide sequence is ASPLSSIFSRI. The MHC is Patr-B0101 with pseudo-sequence Patr-B0101. The binding affinity (normalized) is 0.802.